Predict the reactants needed to synthesize the given product. From a dataset of Full USPTO retrosynthesis dataset with 1.9M reactions from patents (1976-2016). (1) Given the product [CH3:59][S:56]([N:52]1[CH2:53][CH2:54][CH2:55][C@H:50]([NH:49][C:42]2[C:41]([C:32]3[N:33]=[C:28]4[CH:27]=[CH:26][N:25]([CH2:24][O:23][CH2:22][CH2:21][Si:20]([CH3:39])([CH3:38])[CH3:19])[C:29]4=[N:30][CH:31]=3)=[CH:46][N:45]=[C:44]([S:47][CH3:48])[N:43]=2)[CH2:51]1)(=[O:58])=[O:57], predict the reactants needed to synthesize it. The reactants are: N1C=CN=C2NC=CC=12.C[Sn](C)(C)[Sn](C)(C)C.[Sn].[CH3:19][Si:20]([CH3:39])([CH3:38])[CH2:21][CH2:22][O:23][CH2:24][N:25]1[C:29]2=[N:30][CH:31]=[C:32]([Sn](C)(C)C)[N:33]=[C:28]2[CH:27]=[CH:26]1.Br[C:41]1[C:42]([NH:49][C@H:50]2[CH2:55][CH2:54][CH2:53][N:52]([S:56]([CH3:59])(=[O:58])=[O:57])[CH2:51]2)=[N:43][C:44]([S:47][CH3:48])=[N:45][CH:46]=1. (2) Given the product [F:63][C:62]([F:64])([F:65])[C:58]1[CH:57]=[C:56]([NH:55][C:53]([C:52]2[CH:51]=[C:50]([NH:49][C:13]([C:2]3[S:1][C:12]4[C:4]([CH:3]=3)=[CH:5][N:6]=[C:7]3[C:11]=4[CH:10]=[CH:9][NH:8]3)=[O:15])[CH:68]=[CH:67][CH:66]=2)=[O:54])[CH:61]=[CH:60][CH:59]=1.[C:72]([OH:73])([C:62]([F:65])([F:64])[F:63])=[O:32], predict the reactants needed to synthesize it. The reactants are: [S:1]1[C:12]2[C:4](=[CH:5][N:6]=[C:7]3[C:11]=2[CH:10]=[CH:9][NH:8]3)[CH:3]=[C:2]1[C:13]([OH:15])=O.CCN(C(C)C)C(C)C.CN(C([O:32]N1N=NC2C=CC=NC1=2)=[N+](C)C)C.F[P-](F)(F)(F)(F)F.[NH2:49][C:50]1[CH:51]=[C:52]([CH:66]=[CH:67][CH:68]=1)[C:53]([NH:55][C:56]1[CH:61]=[CH:60][CH:59]=[C:58]([C:62]([F:65])([F:64])[F:63])[CH:57]=1)=[O:54].CN([CH:72]=[O:73])C. (3) Given the product [F:23][C:22]([F:25])([F:24])[CH:16]([OH:17])[CH2:15][CH:12]1[CH2:13][CH2:14][CH:9]([C:6]2[CH:7]=[CH:8][C:3]([O:2][CH3:1])=[CH:4][CH:5]=2)[CH2:10][CH2:11]1, predict the reactants needed to synthesize it. The reactants are: [CH3:1][O:2][C:3]1[CH:8]=[CH:7][C:6]([CH:9]2[CH2:14][CH2:13][CH:12]([CH2:15][CH:16]=[O:17])[CH2:11][CH2:10]2)=[CH:5][CH:4]=1.[Si]([C:22]([F:25])([F:24])[F:23])(C)(C)C.CCCC[N+](CCCC)(CCCC)CCCC.[F-]. (4) Given the product [C:4]1(=[O:5])[O:6][C:1](=[O:7])[CH:2]=[CH:3]1.[F:8][CH:9]([CH2:23][C:24]([F:25])([F:26])[F:27])[C:10]([O:13][C:14]([CH:16]1[CH2:21][CH:20]2[CH2:22][CH:17]1[CH:18]=[CH:19]2)=[O:15])([F:12])[F:11].[F:41][CH:37]1[CH:38]=[CH:39][CH:40]=[C:29]([F:28])[C:30]1([CH3:42])[CH2:31][C:32](=[CH2:36])[C:33]([O-:35])=[O:34], predict the reactants needed to synthesize it. The reactants are: [C:1]1(=[O:7])[O:6][C:4](=[O:5])[CH:3]=[CH:2]1.[F:8][CH:9]([CH2:23][C:24]([F:27])([F:26])[F:25])[C:10]([O:13][C:14]([CH:16]1[CH2:21][CH:20]2[CH2:22][CH:17]1[CH:18]=[CH:19]2)=[O:15])([F:12])[F:11].[F:28][CH:29]1[CH:40]=[CH:39][CH:38]=[C:37]([F:41])[C:30]1([CH3:42])[CH2:31][C:32](=[CH2:36])[C:33]([O-:35])=[O:34].CC(N=NC(C#N)(C)C)(C#N)C. (5) Given the product [CH2:1]([C:3]1[CH:8]=[CH:7][CH:6]=[C:5]([CH2:9][CH3:10])[C:4]=1[CH:11]=[O:20])[CH3:2], predict the reactants needed to synthesize it. The reactants are: [CH2:1]([C:3]1[CH:8]=[CH:7][CH:6]=[C:5]([CH2:9][CH3:10])[C:4]=1/[CH:11]=N/C(C(C)C)C(C)C)[CH3:2].[OH-:20].[Na+]. (6) The reactants are: [CH3:1][C:2]1[CH2:8][C:7]([CH3:10])([CH3:9])[CH2:6][C:4](=[O:5])[CH:3]=1.C(O)(=O)CCCCC(O)=O. Given the product [CH3:1][C:2]1[CH2:3][C:4](=[O:5])[CH2:6][C:7]([CH3:10])([CH3:9])[CH:8]=1, predict the reactants needed to synthesize it.